This data is from Catalyst prediction with 721,799 reactions and 888 catalyst types from USPTO. The task is: Predict which catalyst facilitates the given reaction. (1) Reactant: C(OI1(OC(=O)C)(OC(=O)C)C2C(=CC=CC=2)C(=O)O1)(=O)C.[CH3:23][O:24][C:25]([C:27]1[O:28][C:29]([CH3:34])=[C:30]([CH2:32][OH:33])[CH:31]=1)=[O:26].C(=O)(O)[O-].[Na+].O.O.O.O.O.S([O-])([O-])(=O)=S.[Na+].[Na+]. Product: [CH3:23][O:24][C:25]([C:27]1[O:28][C:29]([CH3:34])=[C:30]([CH:32]=[O:33])[CH:31]=1)=[O:26]. The catalyst class is: 268. (2) Reactant: [F:1][C:2]([F:15])([F:14])[C:3]1[NH:13][C:6]2=[N:7][CH:8]=[C:9]([CH2:11][NH2:12])[CH:10]=[C:5]2[CH:4]=1.Cl[C:17]1[CH:22]=[C:21]([C:23]([CH3:26])([CH3:25])[CH3:24])[N:20]=[CH:19][N:18]=1.CCN(C(C)C)C(C)C. Product: [CH3:24][C:23]([C:21]1[N:20]=[CH:19][N:18]=[C:17]([NH:12][CH2:11][C:9]2[CH:10]=[C:5]3[CH:4]=[C:3]([C:2]([F:1])([F:14])[F:15])[NH:13][C:6]3=[N:7][CH:8]=2)[CH:22]=1)([CH3:26])[CH3:25]. The catalyst class is: 435. (3) Reactant: C[O:2][C:3](=[O:31])[C:4]1[CH:9]=[CH:8][CH:7]=[CH:6][C:5]=1[CH2:10][N:11]1[CH:16]([C:17]2[C:22]([CH3:23])=[CH:21][CH:20]=[CH:19][N:18]=2)[CH2:15][CH2:14][CH2:13][CH:12]1[C:24]1[C:29]([CH3:30])=[CH:28][CH:27]=[CH:26][N:25]=1.O.[OH-].[Na+:34]. Product: [Na+:34].[CH3:30][C:29]1[C:24]([CH:12]2[CH2:13][CH2:14][CH2:15][CH:16]([C:17]3[C:22]([CH3:23])=[CH:21][CH:20]=[CH:19][N:18]=3)[N:11]2[CH2:10][C:5]2[CH:6]=[CH:7][CH:8]=[CH:9][C:4]=2[C:3]([O-:31])=[O:2])=[N:25][CH:26]=[CH:27][CH:28]=1. The catalyst class is: 5.